Dataset: Reaction yield outcomes from USPTO patents with 853,638 reactions. Task: Predict the reaction yield, written as a fraction of the theoretical maximum amount of product (1.0 means a 100% yield; for example, 0.34 means a 34% yield). (1) The reactants are [C:1](Cl)(=[O:5])[CH2:2][CH2:3][CH3:4].[NH2:7][C:8]1[C:16]2[C:11](=[N:12][CH:13]=[C:14]([Cl:31])[C:15]=2[N:17]2[CH2:22][CH2:21][CH2:20][C@@H:19]([NH:23][C:24](=[O:30])[O:25][C:26]([CH3:29])([CH3:28])[CH3:27])[CH2:18]2)[NH:10][CH:9]=1.C(N(CC)CC)C.[Li+].[OH-]. The catalyst is ClCCl.CN1C(=O)CCC1.C1COCC1.CC#N.O. The product is [C:1]([NH:7][C:8]1[C:16]2[C:11](=[N:12][CH:13]=[C:14]([Cl:31])[C:15]=2[N:17]2[CH2:22][CH2:21][CH2:20][C@@H:19]([NH:23][C:24](=[O:30])[O:25][C:26]([CH3:27])([CH3:28])[CH3:29])[CH2:18]2)[NH:10][CH:9]=1)(=[O:5])[CH2:2][CH2:3][CH3:4]. The yield is 0.930. (2) The reactants are COP([CH2:7][C:8]([CH:10]1[CH2:15][CH2:14][N:13]([C:16]([O:18][C:19]([CH3:22])([CH3:21])[CH3:20])=[O:17])[CH2:12][CH2:11]1)=[O:9])(OC)=O.C(=O)([O-])[O-].[K+].[K+].[Br:29][C:30]1[CH:37]=[CH:36][C:33]([CH:34]=O)=[CH:32][CH:31]=1. The catalyst is C(O)C. The product is [Br:29][C:30]1[CH:37]=[CH:36][C:33](/[CH:34]=[CH:7]/[C:8]([CH:10]2[CH2:11][CH2:12][N:13]([C:16]([O:18][C:19]([CH3:20])([CH3:21])[CH3:22])=[O:17])[CH2:14][CH2:15]2)=[O:9])=[CH:32][CH:31]=1. The yield is 0.800. (3) The yield is 0.890. The product is [F:1][C:2]1[CH:3]=[C:4]2[C:5]([C:8]([CH3:14])([CH3:13])[C:9](=[O:10])[NH:15]2)=[CH:6][CH:7]=1. The reactants are [F:1][C:2]1[CH:7]=[CH:6][C:5]([C:8]([CH3:14])([CH3:13])[C:9](OC)=[O:10])=[C:4]([N+:15]([O-])=O)[CH:3]=1. The catalyst is C(O)(=O)C.[Fe]. (4) The reactants are [C:1](OCC)(OCC)([O:3][CH2:4][CH3:5])[CH3:2].[C:12](#[N:16])[CH2:13][C:14]#[N:15].C(O)(=O)C. The catalyst is C(O)C. The product is [CH2:1]([O:3][C:4](=[C:13]([C:12]#[N:16])[C:14]#[N:15])[CH3:5])[CH3:2]. The yield is 0.940.